Dataset: Reaction yield outcomes from USPTO patents with 853,638 reactions. Task: Predict the reaction yield, written as a fraction of the theoretical maximum amount of product (1.0 means a 100% yield; for example, 0.34 means a 34% yield). (1) The reactants are I[C:2]1[N:3]=[C:4]([NH2:20])[C:5]2[N:6]=[CH:7][N:8]([C:18]=2[N:19]=1)[C@@H:9]1[O:17][C@H:14]([CH2:15][OH:16])[C@@H:12]([OH:13])[C@H:10]1[OH:11].[F:21][C:22]1[CH:23]=[C:24](B(O)O)[CH:25]=[C:26]([F:28])[CH:27]=1.C(=O)([O-])[O-].[Cs+].[Cs+]. The catalyst is C1(C)C=CC=CC=1.C(O)C.C1C=CC([P]([Pd]([P](C2C=CC=CC=2)(C2C=CC=CC=2)C2C=CC=CC=2)([P](C2C=CC=CC=2)(C2C=CC=CC=2)C2C=CC=CC=2)[P](C2C=CC=CC=2)(C2C=CC=CC=2)C2C=CC=CC=2)(C2C=CC=CC=2)C2C=CC=CC=2)=CC=1. The product is [NH2:20][C:4]1[N:3]=[C:2]([C:24]2[CH:23]=[C:22]([F:21])[CH:27]=[C:26]([F:28])[CH:25]=2)[N:19]=[C:18]2[C:5]=1[N:6]=[CH:7][N:8]2[C@H:9]1[C@H:10]([OH:11])[C@H:12]([OH:13])[C@@H:14]([CH2:15][OH:16])[O:17]1. The yield is 0.0900. (2) The reactants are [F:1][C:2]1[CH:3]=[C:4]([N+:9]([O-:11])=[O:10])[CH:5]=[CH:6][C:7]=1F.[OH-].[NH4+:13]. The catalyst is O. The product is [F:1][C:2]1[CH:3]=[C:4]([N+:9]([O-:11])=[O:10])[CH:5]=[CH:6][C:7]=1[NH2:13]. The yield is 0.900. (3) The product is [OH:52][C@@:14]1([CH3:13])[CH2:16][C@H:15]1[O:17][C@H:18]1[CH2:23][CH2:22][C@H:21]([N:24]2[C:29](=[O:30])[C:28]([CH2:31][C:32]3[CH:37]=[CH:36][C:35]([C:38]4[CH:43]=[CH:42][CH:41]=[CH:40][C:39]=4[C:44]4[NH:45][C:4](=[O:7])[O:5][N:3]=4)=[CH:34][CH:33]=3)=[C:27]([CH2:46][CH2:47][CH3:48])[N:26]3[N:49]=[CH:50][CH:51]=[C:25]23)[CH2:20][CH2:19]1. The reactants are [Cl-].O[NH3+:3].[C:4](=[O:7])([O-])[OH:5].[Na+].CS(C)=O.[CH3:13][C:14]1([O:52][Si](CC)(CC)CC)[CH2:16][CH:15]1[O:17][C@H:18]1[CH2:23][CH2:22][C@H:21]([N:24]2[C:29](=[O:30])[C:28]([CH2:31][C:32]3[CH:37]=[CH:36][C:35]([C:38]4[C:39]([C:44]#[N:45])=[CH:40][CH:41]=[CH:42][CH:43]=4)=[CH:34][CH:33]=3)=[C:27]([CH2:46][CH2:47][CH3:48])[N:26]3[N:49]=[CH:50][CH:51]=[C:25]23)[CH2:20][CH2:19]1. The yield is 0.280. The catalyst is C(OCC)(=O)C. (4) The reactants are [CH3:1][S-:2].[Na+].Cl[C:5]1[CH:14]=[C:13]([C:15]([F:18])([F:17])[F:16])[CH:12]=[CH:11][C:6]=1[C:7]([O:9][CH3:10])=[O:8]. The catalyst is CN1CCCC1=O. The product is [CH3:1][S:2][C:5]1[CH:14]=[C:13]([C:15]([F:18])([F:17])[F:16])[CH:12]=[CH:11][C:6]=1[C:7]([O:9][CH3:10])=[O:8]. The yield is 0.940.